Dataset: Forward reaction prediction with 1.9M reactions from USPTO patents (1976-2016). Task: Predict the product of the given reaction. (1) Given the reactants [Cl:1][C:2]1[N:7]=[CH:6][C:5]([CH2:8][N:9]([C:19](=[O:25])[CH2:20][C:21]([O:23][CH3:24])=[O:22])[C:10]2[CH2:14][S:13][CH2:12][C:11]=2[C:15]([O:17]C)=O)=[CH:4][CH:3]=1.C[O-].[Na+], predict the reaction product. The product is: [Cl:1][C:2]1[N:7]=[CH:6][C:5]([CH2:8][N:9]2[C:19](=[O:25])[C:20]([C:21]([O:23][CH3:24])=[O:22])=[C:15]([OH:17])[C:11]3[CH2:12][S:13][CH2:14][C:10]2=3)=[CH:4][CH:3]=1. (2) Given the reactants [CH:1]1[C:10]2[C:5](=[CH:6][CH:7]=[CH:8][CH:9]=2)[CH:4]=[CH:3][C:2]=1[CH2:11][C:12]#[N:13].[CH3:14][O:15][C:16](=[O:19])[CH:17]=[CH2:18].[CH2:20](O)CCC.C[CH2:26][O:27][C:28]([CH3:30])=[O:29].CCCCCCC, predict the reaction product. The product is: [C:12]([C:11]([C:2]1[CH:3]=[CH:4][C:5]2[C:10](=[CH:9][CH:8]=[CH:7][CH:6]=2)[CH:1]=1)([CH2:20][CH2:30][C:28]([O:27][CH3:26])=[O:29])[CH2:18][CH2:17][C:16]([O:15][CH3:14])=[O:19])#[N:13]. (3) Given the reactants O[CH:2]1[C:10]2[C:5](=[CH:6][C:7]([CH2:14][C:15]3[CH:20]=[CH:19][C:18]([N:21]4[CH:25]=[CH:24][CH:23]=[N:22]4)=[CH:17][CH:16]=3)=[C:8]([C:12]#[N:13])[C:9]=2[CH3:11])[C:4](=[O:26])[N:3]1[C@@H:27]1[CH2:32][CH2:31][CH2:30][CH2:29][C@H:28]1[OH:33].FC(F)(F)C(O)=O.C([SiH](CC)CC)C.C(=O)(O)[O-].[Na+], predict the reaction product. The product is: [OH:33][C@@H:28]1[CH2:29][CH2:30][CH2:31][CH2:32][C@H:27]1[N:3]1[CH2:2][C:10]2[C:5](=[CH:6][C:7]([CH2:14][C:15]3[CH:20]=[CH:19][C:18]([N:21]4[CH:25]=[CH:24][CH:23]=[N:22]4)=[CH:17][CH:16]=3)=[C:8]([C:12]#[N:13])[C:9]=2[CH3:11])[C:4]1=[O:26]. (4) The product is: [CH3:1][C:2]([CH3:24])([CH3:23])[CH2:3][N:4]1[C:8]2[N:9]=[C:10]([C:13]#[N:14])[N:11]=[CH:12][C:7]=2[CH:6]=[C:5]1[CH2:15][N:16]1[CH2:21][CH2:20][C:19](=[N:31][OH:32])[CH2:18][CH2:17]1. Given the reactants [CH3:1][C:2]([CH3:24])([CH3:23])[CH2:3][N:4]1[C:8]2[N:9]=[C:10]([C:13]#[N:14])[N:11]=[CH:12][C:7]=2[CH:6]=[C:5]1[CH2:15][N:16]1[CH2:21][CH2:20][C:19](=O)[CH2:18][CH2:17]1.N1C=CC=CC=1.[NH2:31][OH:32], predict the reaction product.